Dataset: Full USPTO retrosynthesis dataset with 1.9M reactions from patents (1976-2016). Task: Predict the reactants needed to synthesize the given product. Given the product [C:1]([C:6]1[C:13]([C:14]([CH3:17])([CH3:16])[CH3:15])=[CH:12][C:9]([CH:10]=[N+:26]([C:22]([CH3:25])([CH3:24])[CH3:23])[O-:27])=[CH:8][C:7]=1[C:18]([CH3:21])([CH3:20])[CH3:19])(=[O:5])[CH2:2][CH2:3][CH3:4], predict the reactants needed to synthesize it. The reactants are: [C:1]([C:6]1[C:13]([C:14]([CH3:17])([CH3:16])[CH3:15])=[CH:12][C:9]([CH:10]=O)=[CH:8][C:7]=1[C:18]([CH3:21])([CH3:20])[CH3:19])(=[O:5])[CH2:2][CH2:3][CH3:4].[C:22]([NH:26][OH:27])([CH3:25])([CH3:24])[CH3:23].C1(C)C=CC(S(O)(=O)=O)=CC=1.